This data is from Reaction yield outcomes from USPTO patents with 853,638 reactions. The task is: Predict the reaction yield, written as a fraction of the theoretical maximum amount of product (1.0 means a 100% yield; for example, 0.34 means a 34% yield). The reactants are [CH2:1]([C@H:8]1[CH2:12][O:11][C:10](=[O:13])[N:9]1[C:14](=[O:23])[CH2:15][C:16]1[CH:21]=[CH:20][C:19]([F:22])=[CH:18][CH:17]=1)[C:2]1[CH:7]=[CH:6][CH:5]=[CH:4][CH:3]=1.IC.[CH3:26][Si]([N-][Si](C)(C)C)(C)C.[Na+]. The catalyst is C1COCC1. The product is [CH2:1]([C@H:8]1[CH2:12][O:11][C:10](=[O:13])[N:9]1[C:14](=[O:23])[C@H:15]([C:16]1[CH:17]=[CH:18][C:19]([F:22])=[CH:20][CH:21]=1)[CH3:26])[C:2]1[CH:7]=[CH:6][CH:5]=[CH:4][CH:3]=1. The yield is 0.490.